From a dataset of Catalyst prediction with 721,799 reactions and 888 catalyst types from USPTO. Predict which catalyst facilitates the given reaction. (1) Reactant: Cl[C:2]1[CH:7]=[C:6]([N:8]2[CH2:13][CH2:12][O:11][CH2:10][CH2:9]2)[N:5]=[C:4]([N:14]2[C:18]3[CH:19]=[CH:20][CH:21]=[CH:22][C:17]=3[N:16]=[C:15]2[CH:23]([F:25])[F:24])[N:3]=1.[NH:26]1[CH2:31][CH2:30][NH:29][CH2:28][CH2:27]1.C(=O)(O)[O-].[Na+].O. Product: [F:24][CH:23]([F:25])[C:15]1[N:14]([C:4]2[N:3]=[C:2]([N:26]3[CH2:31][CH2:30][NH:29][CH2:28][CH2:27]3)[CH:7]=[C:6]([N:8]3[CH2:13][CH2:12][O:11][CH2:10][CH2:9]3)[N:5]=2)[C:18]2[CH:19]=[CH:20][CH:21]=[CH:22][C:17]=2[N:16]=1. The catalyst class is: 39. (2) Product: [CH3:1][O:2][C:3]([C:5]1[CH:10]=[CH:9][C:8]([Br:12])=[C:7]([NH2:11])[N:6]=1)=[O:4]. Reactant: [CH3:1][O:2][C:3]([C:5]1[CH:10]=[CH:9][CH:8]=[C:7]([NH2:11])[N:6]=1)=[O:4].[Br:12]Br. The catalyst class is: 22. (3) Reactant: [OH:1][C:2]1[CH:11]=[C:10]([CH3:12])[CH:9]=[CH:8][C:3]=1[C:4]([O:6][CH3:7])=[O:5].[C:13]1(P([C:13]2[CH:18]=[CH:17]C=[CH:15][CH:14]=2)[C:13]2[CH:18]=[CH:17]C=[CH:15][CH:14]=2)[CH:18]=[CH:17]C=[CH:15][CH:14]=1.C[C@@H](O)CC=C.N(C(OC(C)C)=O)=NC(OC(C)C)=O. Product: [CH3:12][C:10]1[CH:9]=[CH:8][C:3]([C:4]([O:6][CH3:7])=[O:5])=[C:2]([O:1][C@H:18]([CH2:13][CH:14]=[CH2:15])[CH3:17])[CH:11]=1. The catalyst class is: 11. (4) Reactant: N(C(OC(C)C)=O)=NC(OC(C)C)=O.[C:15]([O:19][C:20](=[O:35])[NH:21][C@H:22]([C:26]([N:28]1[CH2:33][CH2:32][CH:31]([OH:34])[CH2:30][CH2:29]1)=[O:27])[CH:23]([CH3:25])[CH3:24])([CH3:18])([CH3:17])[CH3:16].[F:36][C:37]([F:46])([F:45])[C:38]1[CH:43]=[CH:42][C:41](O)=[CH:40][N:39]=1.C1(P(C2C=CC=CC=2)C2C=CC=CC=2)C=CC=CC=1. Product: [C:15]([O:19][C:20](=[O:35])[NH:21][C@H:22]([C:26]([N:28]1[CH2:33][CH2:32][CH:31]([O:34][C:41]2[CH:40]=[N:39][C:38]([C:37]([F:46])([F:45])[F:36])=[CH:43][CH:42]=2)[CH2:30][CH2:29]1)=[O:27])[CH:23]([CH3:25])[CH3:24])([CH3:17])([CH3:18])[CH3:16]. The catalyst class is: 11. (5) Reactant: [F:1][C:2]1[CH:23]=[CH:22][C:5]([NH:6][C:7]2[CH:19]=[C:18]([CH:20]=[CH2:21])[CH:17]=[CH:16][C:8]=2[C:9]([O:11][C:12]([CH3:15])([CH3:14])[CH3:13])=[O:10])=[CH:4][CH:3]=1.I[C:25]1[CH:26]=[C:27]([OH:31])[CH:28]=[CH:29][CH:30]=1.C(=O)([O-])[O-].[Cs+].[Cs+]. Product: [F:1][C:2]1[CH:23]=[CH:22][C:5]([NH:6][C:7]2[CH:19]=[C:18](/[CH:20]=[CH:21]/[C:25]3[CH:30]=[CH:29][CH:28]=[C:27]([OH:31])[CH:26]=3)[CH:17]=[CH:16][C:8]=2[C:9]([O:11][C:12]([CH3:15])([CH3:13])[CH3:14])=[O:10])=[CH:4][CH:3]=1. The catalyst class is: 596. (6) Reactant: Cl[C:2]1[CH:7]=[C:6]([C:8]([F:11])([F:10])[F:9])[CH:5]=[C:4]([CH3:12])[N:3]=1.[NH:13]1[CH2:18][CH2:17][NH:16][CH2:15][CH2:14]1.C(N(CC)CC)C. Product: [CH3:12][C:4]1[N:3]=[C:2]([N:13]2[CH2:18][CH2:17][NH:16][CH2:15][CH2:14]2)[CH:7]=[C:6]([C:8]([F:11])([F:10])[F:9])[CH:5]=1. The catalyst class is: 38.